From a dataset of Peptide-MHC class I binding affinity with 185,985 pairs from IEDB/IMGT. Regression. Given a peptide amino acid sequence and an MHC pseudo amino acid sequence, predict their binding affinity value. This is MHC class I binding data. (1) The peptide sequence is NTFVNFNSV. The MHC is HLA-A02:03 with pseudo-sequence HLA-A02:03. The binding affinity (normalized) is 0.524. (2) The peptide sequence is KVMDFGIAR. The MHC is HLA-A26:03 with pseudo-sequence HLA-A26:03. The binding affinity (normalized) is 0.376.